Dataset: Forward reaction prediction with 1.9M reactions from USPTO patents (1976-2016). Task: Predict the product of the given reaction. (1) Given the reactants [F:1][C:2]1[C:3]([C:9]#[N:10])=[N:4][CH:5]=[C:6]([F:8])[CH:7]=1.[ClH:11], predict the reaction product. The product is: [ClH:11].[F:1][C:2]1[C:3]([CH2:9][NH2:10])=[N:4][CH:5]=[C:6]([F:8])[CH:7]=1. (2) Given the reactants [CH3:1][O:2][C:3](=[O:12])[C:4]1[CH:9]=[CH:8][CH:7]=[C:6]([NH2:10])[C:5]=1[F:11].[Br:13][C:14]1[CH:15]=[C:16]([CH:19]=[CH:20][CH:21]=1)[CH:17]=O, predict the reaction product. The product is: [CH3:1][O:2][C:3](=[O:12])[C:4]1[CH:9]=[CH:8][CH:7]=[C:6]([N:10]=[CH:17][C:16]2[CH:19]=[CH:20][CH:21]=[C:14]([Br:13])[CH:15]=2)[C:5]=1[F:11]. (3) Given the reactants Br[C:2]1[C:3]([C:8]2[CH:13]=[CH:12][CH:11]=[CH:10][C:9]=2[F:14])=[N:4][N:5]([CH3:7])[CH:6]=1.[Li]CCCC.C(O[B:24]1[O:28][C:27]([CH3:30])([CH3:29])[C:26]([CH3:32])([CH3:31])[O:25]1)(C)C.[NH4+].[Cl-], predict the reaction product. The product is: [F:14][C:9]1[CH:10]=[CH:11][CH:12]=[CH:13][C:8]=1[C:3]1[C:2]([B:24]2[O:28][C:27]([CH3:30])([CH3:29])[C:26]([CH3:32])([CH3:31])[O:25]2)=[CH:6][N:5]([CH3:7])[N:4]=1. (4) Given the reactants [CH:1]1([CH2:4][N:5]2[CH2:10][CH2:9][CH:8]([N:11]3[CH2:14][CH:13]([NH:15]C(=O)OC(C)(C)C)[CH2:12]3)[CH2:7][CH2:6]2)[CH2:3][CH2:2]1.Cl, predict the reaction product. The product is: [CH:1]1([CH2:4][N:5]2[CH2:10][CH2:9][CH:8]([N:11]3[CH2:12][CH:13]([NH2:15])[CH2:14]3)[CH2:7][CH2:6]2)[CH2:2][CH2:3]1. (5) Given the reactants C1C=CC(N([S:8]([C:11]([F:14])([F:13])[F:12])(=[O:10])=[O:9])[S:8]([C:11]([F:14])([F:13])[F:12])(=[O:10])=[O:9])=CC=1.[OH:22][C:23]1[C:32]2[C:27](=[CH:28][C:29]([C:33]3[CH:38]=[CH:37][C:36]([S:39][CH3:40])=[CH:35][CH:34]=3)=[CH:30][CH:31]=2)[CH:26]=[C:25]([C:41]([O:43][CH2:44][CH3:45])=[O:42])[CH:24]=1.CCN(CC)CC.[NH4+].[Cl-], predict the reaction product. The product is: [CH3:40][S:39][C:36]1[CH:35]=[CH:34][C:33]([C:29]2[CH:28]=[C:27]3[C:32]([C:23]([O:22][S:8]([C:11]([F:14])([F:13])[F:12])(=[O:10])=[O:9])=[CH:24][C:25]([C:41]([O:43][CH2:44][CH3:45])=[O:42])=[CH:26]3)=[CH:31][CH:30]=2)=[CH:38][CH:37]=1. (6) The product is: [Cl:1][C:2]1[CH:7]=[CH:6][C:5]([O:29][C:26]2[CH:25]=[CH:24][C:23]([C@H:22]3[C:15]4=[N:14][S:13](=[O:30])(=[O:12])[CH2:18][CH2:17][N:16]4[CH2:19][CH2:20][CH2:21]3)=[CH:28][CH:27]=2)=[C:4]([CH3:11])[CH:3]=1. Given the reactants [Cl:1][C:2]1[CH:7]=[CH:6][C:5](B(O)O)=[C:4]([CH3:11])[CH:3]=1.[O:12]=[S:13]1(=[O:30])[CH2:18][CH2:17][N:16]2[CH2:19][CH2:20][CH2:21][C@@H:22]([C:23]3[CH:28]=[CH:27][C:26]([OH:29])=[CH:25][CH:24]=3)[C:15]2=[N:14]1.N1C=CC=CC=1.C(=O)([O-])[O-].[Cs+].[Cs+], predict the reaction product.